The task is: Regression. Given a peptide amino acid sequence and an MHC pseudo amino acid sequence, predict their binding affinity value. This is MHC class II binding data.. This data is from Peptide-MHC class II binding affinity with 134,281 pairs from IEDB. (1) The peptide sequence is EIGWEAGTAAPDEIP. The MHC is DRB3_0202 with pseudo-sequence DRB3_0202. The binding affinity (normalized) is 0. (2) The binding affinity (normalized) is 0.423. The peptide sequence is NKEITEILPDNNPSP. The MHC is DRB4_0101 with pseudo-sequence DRB4_0103. (3) The binding affinity (normalized) is 0. The MHC is DRB1_0301 with pseudo-sequence DRB1_0301. The peptide sequence is VTTNVRLKQQWVDY. (4) The peptide sequence is PSLRTLEDNEERMSRLSKVA. The MHC is DRB1_0401 with pseudo-sequence DRB1_0401. The binding affinity (normalized) is 0. (5) The peptide sequence is HYKGSSFHRVIPGFM. The MHC is HLA-DQA10101-DQB10501 with pseudo-sequence HLA-DQA10101-DQB10501. The binding affinity (normalized) is 0.330. (6) The MHC is DRB1_1101 with pseudo-sequence DRB1_1101. The peptide sequence is KNLTGLVSAGPKAKS. The binding affinity (normalized) is 0.538. (7) The binding affinity (normalized) is 0. The peptide sequence is AAFTSSSKAATAKAP. The MHC is DRB1_1201 with pseudo-sequence DRB1_1201. (8) The MHC is DRB1_1001 with pseudo-sequence DRB1_1001. The peptide sequence is ETKYFAATQFEPLAA. The binding affinity (normalized) is 0.632. (9) The peptide sequence is PVGFFTALAVLIECH. The MHC is DRB1_1302 with pseudo-sequence DRB1_1302. The binding affinity (normalized) is 0.717.